Predict the reaction yield, written as a fraction of the theoretical maximum amount of product (1.0 means a 100% yield; for example, 0.34 means a 34% yield). From a dataset of Reaction yield outcomes from USPTO patents with 853,638 reactions. The product is [O:1]([C:8]1[CH:13]=[CH:12][CH:11]=[CH:10][C:9]=1[NH:14][C:15]([NH:17][C:18]1[CH:23]=[CH:22][CH:21]=[CH:20][N:19]=1)=[O:16])[C:2]1[CH:3]=[CH:4][CH:5]=[CH:6][CH:7]=1. The yield is 0.720. No catalyst specified. The reactants are [O:1]([C:8]1[CH:13]=[CH:12][CH:11]=[CH:10][C:9]=1[N:14]=[C:15]=[O:16])[C:2]1[CH:7]=[CH:6][CH:5]=[CH:4][CH:3]=1.[NH2:17][C:18]1[CH:23]=[CH:22][CH:21]=[CH:20][N:19]=1.